This data is from Forward reaction prediction with 1.9M reactions from USPTO patents (1976-2016). The task is: Predict the product of the given reaction. (1) The product is: [CH3:23][O:22][N:20]([CH3:21])[C:18]([CH:17]1[CH2:4][CH:16]1[C:11]1[CH:12]=[CH:13][CH:14]=[CH:15][C:10]=1[Cl:9])=[O:19]. Given the reactants [H-].[Na+].[I-].[CH3:4][S+](C)(C)=O.[Cl:9][C:10]1[CH:15]=[CH:14][CH:13]=[CH:12][C:11]=1[CH:16]=[CH:17][C:18]([N:20]([O:22][CH3:23])[CH3:21])=[O:19], predict the reaction product. (2) Given the reactants [Cl:1][C:2]1[N:3]=[C:4]([C:10]2[CH:11]=[N:12][CH:13]=[CH:14][CH:15]=2)[S:5][C:6]=1[C:7](=O)[CH3:8].Cl.[NH2:17][OH:18], predict the reaction product. The product is: [Cl:1][C:2]1[N:3]=[C:4]([C:10]2[CH:11]=[N:12][CH:13]=[CH:14][CH:15]=2)[S:5][C:6]=1[C:7](=[N:17][OH:18])[CH3:8]. (3) The product is: [Cl:19][C:20]1[CH:27]=[C:26]([Cl:28])[CH:25]=[CH:24][C:21]=1[CH2:22][N:5]1[C:6]2[C:11](=[CH:10][CH:9]=[C:8]([C:14]([O:16][CH3:17])=[O:15])[CH:7]=2)[C:12](=[O:13])[N:3]([CH2:1][CH3:2])[C:4]1=[O:18]. Given the reactants [CH2:1]([N:3]1[C:12](=[O:13])[C:11]2[C:6](=[CH:7][C:8]([C:14]([O:16][CH3:17])=[O:15])=[CH:9][CH:10]=2)[NH:5][C:4]1=[O:18])[CH3:2].[Cl:19][C:20]1[CH:27]=[C:26]([Cl:28])[CH:25]=[CH:24][C:21]=1[CH2:22]Cl.[I-].[K+].C(=O)([O-])[O-].[K+].[K+], predict the reaction product. (4) Given the reactants [CH:1]1([CH2:6][C:7](O)=O)[CH2:5][CH2:4][CH2:3][CH2:2]1.Cl.[CH3:11][N:12](C)[CH2:13]CCN=C=NCC.[NH2:22][C:23]1[C:24](=[O:46])[N:25]([CH2:43][CH2:44][CH3:45])[C:26](=[O:42])[N:27]([CH2:30][CH2:31][C:32]2[CH:37]=[CH:36][C:35](CN(C)C)=[CH:34][CH:33]=2)[C:28]=1[NH2:29].[OH-].[Na+].Cl, predict the reaction product. The product is: [CH:1]1([CH2:6][C:7]2[NH:22][C:23]3[C:24](=[O:46])[N:25]([CH2:43][CH2:44][CH3:45])[C:26](=[O:42])[N:27]([CH2:30][CH2:31][C:32]4[CH:33]=[CH:34][C:35]([N:12]([CH3:13])[CH3:11])=[CH:36][CH:37]=4)[C:28]=3[N:29]=2)[CH2:2][CH2:3][CH2:4][CH2:5]1. (5) Given the reactants [NH2:1][C:2]1[C:7]([Br:8])=[N:6][C:5]([Br:9])=[CH:4][N:3]=1.Br[CH2:11][C:12](=O)[C:13]([O:15][CH2:16][CH3:17])=[O:14].O.C(Cl)Cl, predict the reaction product. The product is: [Br:9][C:5]1[N:6]=[C:7]([Br:8])[C:2]2[N:3]([CH:11]=[C:12]([C:13]([O:15][CH2:16][CH3:17])=[O:14])[N:1]=2)[CH:4]=1. (6) Given the reactants [Br:1][C:2]1[CH:7]=[CH:6][C:5]([CH2:8][CH2:9][C:10]([N:12]2[CH2:17][CH2:16][O:15][CH2:14][CH2:13]2)=O)=[CH:4][CH:3]=1.CSC.C(OCC)C.Cl, predict the reaction product. The product is: [Br:1][C:2]1[CH:7]=[CH:6][C:5]([CH2:8][CH2:9][CH2:10][N:12]2[CH2:13][CH2:14][O:15][CH2:16][CH2:17]2)=[CH:4][CH:3]=1. (7) Given the reactants [CH3:1][O:2][C:3]([C:5]1[CH:6]=[CH:7][C:8](Br)=[C:9]2[C:14]=1[N:13]=[CH:12][CH:11]=[CH:10]2)=[O:4].[NH2:16][C@@H:17]([C:33]1[CH:38]=[CH:37][CH:36]=[C:35]([F:39])[CH:34]=1)[CH2:18][N:19]([CH3:32])[S:20]([C:23]1[CH:28]=[CH:27][C:26]([N+:29]([O-:31])=[O:30])=[CH:25][CH:24]=1)(=[O:22])=[O:21].P([O-])([O-])([O-])=O.[K+].[K+].[K+].C1(P(C2CCCCC2)C2C=CC=CC=2C2C(C(C)C)=CC(C(C)C)=CC=2C(C)C)CCCCC1, predict the reaction product. The product is: [CH3:1][O:2][C:3]([C:5]1[CH:6]=[CH:7][C:8]([NH:16][C@@H:17]([C:33]2[CH:38]=[CH:37][CH:36]=[C:35]([F:39])[CH:34]=2)[CH2:18][N:19]([CH3:32])[S:20]([C:23]2[CH:28]=[CH:27][C:26]([N+:29]([O-:31])=[O:30])=[CH:25][CH:24]=2)(=[O:21])=[O:22])=[C:9]2[C:14]=1[N:13]=[CH:12][CH:11]=[CH:10]2)=[O:4].